Task: Regression/Classification. Given a drug SMILES string, predict its toxicity properties. Task type varies by dataset: regression for continuous values (e.g., LD50, hERG inhibition percentage) or binary classification for toxic/non-toxic outcomes (e.g., AMES mutagenicity, cardiotoxicity, hepatotoxicity). Dataset: ames.. Dataset: Ames mutagenicity test results for genotoxicity prediction (1) The compound is Nc1ccc(-c2cc(Cl)c(N)c(Cl)c2)cc1. The result is 1 (mutagenic). (2) The drug is O=[N+]([O-])c1ccc(-c2ccccc2)c([N+](=O)[O-])c1. The result is 1 (mutagenic). (3) The drug is CC1(C)C(=O)[C@@]2(C)CC[C@@H]1C2. The result is 0 (non-mutagenic). (4) The compound is Oc1cccc2ccccc12. The result is 0 (non-mutagenic). (5) The compound is BrCC(Br)c1ccccc1. The result is 1 (mutagenic).